Task: Binary Classification. Given a T-cell receptor sequence (or CDR3 region) and an epitope sequence, predict whether binding occurs between them.. Dataset: TCR-epitope binding with 47,182 pairs between 192 epitopes and 23,139 TCRs The epitope is LSDDAVVCFNSTY. The TCR CDR3 sequence is CASSQVWQNQPQHF. Result: 1 (the TCR binds to the epitope).